Predict which catalyst facilitates the given reaction. From a dataset of Catalyst prediction with 721,799 reactions and 888 catalyst types from USPTO. (1) Reactant: [NH2:1][C:2]1[CH:3]=[C:4]([N:8]2[CH2:13][CH2:12][N:11]([CH2:14][CH2:15][C:16]3[N:17]([CH2:23][CH:24]4[CH2:29][CH2:28][CH2:27][CH2:26][CH2:25]4)[C:18](=[O:22])[N:19]([CH3:21])[N:20]=3)[CH2:10][CH2:9]2)[CH:5]=[CH:6][CH:7]=1.[C:30](OC(=O)C)(=[O:32])[CH3:31].C1(C)C=CC=CC=1. Product: [CH:24]1([CH2:23][N:17]2[C:18](=[O:22])[N:19]([CH3:21])[N:20]=[C:16]2[CH2:15][CH2:14][N:11]2[CH2:10][CH2:9][N:8]([C:4]3[CH:3]=[C:2]([NH:1][C:30](=[O:32])[CH3:31])[CH:7]=[CH:6][CH:5]=3)[CH2:13][CH2:12]2)[CH2:29][CH2:28][CH2:27][CH2:26][CH2:25]1. The catalyst class is: 17. (2) Reactant: [Br:1][C:2]1[CH:11]=[C:10]2[C:5]([CH:6]=[C:7](N)[CH:8]=[N:9]2)=[CH:4][CH:3]=1.O.O.B(F)(F)[F:16].N(OC(C)(C)C)=O.C(=O)(O)[O-].[Na+]. Product: [Br:1][C:2]1[CH:11]=[C:10]2[C:5]([CH:6]=[C:7]([F:16])[CH:8]=[N:9]2)=[CH:4][CH:3]=1. The catalyst class is: 159.